This data is from Reaction yield outcomes from USPTO patents with 853,638 reactions. The task is: Predict the reaction yield, written as a fraction of the theoretical maximum amount of product (1.0 means a 100% yield; for example, 0.34 means a 34% yield). The reactants are Cl.[C:2](=[NH:6])([NH2:5])[CH2:3][CH3:4].C[O-].[Na+].[C:10]([C:12]1[CH:17]=[CH:16][CH:15]=[CH:14][C:13]=1[C:18]1[CH:23]=[CH:22][C:21]([CH2:24][CH:25]([C:30](=O)[CH2:31][CH2:32][CH3:33])[C:26](OC)=[O:27])=[CH:20][CH:19]=1)#[N:11]. The catalyst is CO. The product is [CH2:3]([C:2]1[NH:6][C:26](=[O:27])[C:25]([CH2:24][C:21]2[CH:22]=[CH:23][C:18]([C:13]3[C:12]([C:10]#[N:11])=[CH:17][CH:16]=[CH:15][CH:14]=3)=[CH:19][CH:20]=2)=[C:30]([CH2:31][CH2:32][CH3:33])[N:5]=1)[CH3:4]. The yield is 0.820.